Dataset: Reaction yield outcomes from USPTO patents with 853,638 reactions. Task: Predict the reaction yield, written as a fraction of the theoretical maximum amount of product (1.0 means a 100% yield; for example, 0.34 means a 34% yield). (1) The reactants are [C:1]([O:5][C:6]([NH:8][CH2:9][CH2:10][O:11][CH2:12][CH2:13][O:14][CH2:15][CH2:16][NH2:17])=[O:7])([CH3:4])([CH3:3])[CH3:2].[C:18]1(=[O:24])[O:23][C:21](=[O:22])[CH2:20][CH2:19]1. No catalyst specified. The product is [C:1]([O:5][C:6]([NH:8][CH2:9][CH2:10][O:11][CH2:12][CH2:13][O:14][CH2:15][CH2:16][NH:17][C:18](=[O:24])[CH2:19][CH2:20][C:21]([OH:23])=[O:22])=[O:7])([CH3:4])([CH3:3])[CH3:2]. The yield is 0.980. (2) The reactants are [F-].C([N+](CCCC)(CCCC)CCCC)CCC.O1CCCC1.C[O:25][C:26](=[O:63])[CH2:27][C:28]1[CH:29]=[N:30][CH:31]=[C:32]([C:34]2[CH:39]=[CH:38][C:37]([C:40]([CH2:60][CH3:61])([C:43]3[CH:48]=[CH:47][C:46]([C:49]#[C:50][C:51]4([OH:58])[CH2:57][CH2:56][CH2:55][CH2:54][CH2:53][CH2:52]4)=[C:45]([CH3:59])[CH:44]=3)[CH2:41][CH3:42])=[CH:36][C:35]=2[CH3:62])[CH:33]=1.C(=O)(O)[O-].[Na+]. No catalyst specified. The product is [CH2:41]([C:40]([C:37]1[CH:38]=[CH:39][C:34]([C:32]2[CH:33]=[C:28]([CH2:27][C:26]([OH:63])=[O:25])[CH:29]=[N:30][CH:31]=2)=[C:35]([CH3:62])[CH:36]=1)([C:43]1[CH:48]=[CH:47][C:46]([C:49]#[C:50][C:51]2([OH:58])[CH2:57][CH2:56][CH2:55][CH2:54][CH2:53][CH2:52]2)=[C:45]([CH3:59])[CH:44]=1)[CH2:60][CH3:61])[CH3:42]. The yield is 0.220. (3) The catalyst is C(OCC)(=O)C.O. The product is [Cl:16][C:10]1[C:9]([CH3:17])=[C:8]([C:18]2[CH:23]=[CH:22][N:21]=[CH:20][CH:19]=2)[C:7]([CH3:27])=[C:12]([C:13](=[O:15])[CH3:14])[CH:11]=1. The yield is 0.690. The reactants are FC(F)(F)S(O[C:7]1[C:12]([C:13](=[O:15])[CH3:14])=[CH:11][C:10]([Cl:16])=[C:9]([CH3:17])[C:8]=1[C:18]1[CH:23]=[CH:22][N:21]=[CH:20][CH:19]=1)(=O)=O.O1CCOC[CH2:27]1.ClCCl.C[Zn]C.C1(C)C=CC=CC=1. (4) The reactants are [Cl:1][C:2]1[CH:7]=[CH:6][N:5]=[C:4]([C:8](Cl)=[O:9])[CH:3]=1.[CH3:11][NH2:12]. The catalyst is C1COCC1.CCO.CCOC(C)=O. The product is [Cl:1][C:2]1[CH:7]=[CH:6][N:5]=[C:4]([C:8]([NH:12][CH3:11])=[O:9])[CH:3]=1. The yield is 0.600. (5) The reactants are C(OC(=O)[N:7]([CH2:10][CH2:11][CH2:12][O:13][C:14]1[CH:19]=[CH:18][C:17]([NH:20][C:21]2[S:22][C:23]([C:27](=[O:37])[C:28]3[CH:33]=[CH:32][C:31]([O:34][CH3:35])=[C:30]([F:36])[CH:29]=3)=[C:24]([NH2:26])[N:25]=2)=[CH:16][CH:15]=1)[CH2:8][CH3:9])(C)(C)C.FC(F)(F)C(O)=O. The catalyst is ClCCl. The product is [NH2:26][C:24]1[N:25]=[C:21]([NH:20][C:17]2[CH:18]=[CH:19][C:14]([O:13][CH2:12][CH2:11][CH2:10][NH:7][CH2:8][CH3:9])=[CH:15][CH:16]=2)[S:22][C:23]=1[C:27]([C:28]1[CH:33]=[CH:32][C:31]([O:34][CH3:35])=[C:30]([F:36])[CH:29]=1)=[O:37]. The yield is 0.890. (6) The reactants are [F:1][C:2]([F:12])([C:6]1[CH:11]=[CH:10][CH:9]=[CH:8][CH:7]=1)[CH2:3][CH2:4][OH:5].O[C:14]1[CH:19]=[CH:18][C:17]([CH2:20][C:21]#[N:22])=[CH:16][CH:15]=1.C1(P(C2C=CC=CC=2)C2C=CC=CC=2)C=CC=CC=1.N(C(OCC)=O)=NC(OCC)=O. The catalyst is O1CCCC1. The yield is 0.310. The product is [F:1][C:2]([F:12])([C:6]1[CH:11]=[CH:10][CH:9]=[CH:8][CH:7]=1)[CH2:3][CH2:4][O:5][C:14]1[CH:19]=[CH:18][C:17]([CH2:20][C:21]#[N:22])=[CH:16][CH:15]=1. (7) The product is [O:21]=[C:8]1[C:9]2[C:14](=[CH:13][CH:12]=[C:11]([C:17]([O:19][CH3:20])=[O:18])[CH:10]=2)[CH:15]=[CH:16][N:7]1[CH2:6][CH:2]=[O:1]. The catalyst is O1CCCC1.O. The reactants are [O:1]1CCO[CH:2]1[CH2:6][N:7]1[CH:16]=[CH:15][C:14]2[C:9](=[CH:10][C:11]([C:17]([O:19][CH3:20])=[O:18])=[CH:12][CH:13]=2)[C:8]1=[O:21].Cl. The yield is 0.560. (8) The reactants are [F:1][C:2]1[CH:7]=[CH:6][C:5]([C:8]2[C:16]([C:17]3[CH:22]=[CH:21][C:20]([F:23])=[CH:19][CH:18]=3)=[CH:15][C:14]([O:24][CH3:25])=[C:13]3[C:9]=2[C:10](=[O:27])C(=O)[NH:12]3)=[CH:4][CH:3]=1.[OH-].[Na+].OO.C(O)(=[O:34])C.Cl. No catalyst specified. The product is [NH2:12][C:13]1[C:14]([O:24][CH3:25])=[CH:15][C:16]([C:17]2[CH:22]=[CH:21][C:20]([F:23])=[CH:19][CH:18]=2)=[C:8]([C:5]2[CH:6]=[CH:7][C:2]([F:1])=[CH:3][CH:4]=2)[C:9]=1[C:10]([OH:34])=[O:27]. The yield is 0.390. (9) The reactants are [CH2:1]([NH:3][C:4]1[C:5](Cl)=[N:6][CH:7]=[N:8][C:9]=1[Cl:10])[CH3:2].[NH3:12]. The catalyst is C(O)C. The product is [CH2:1]([NH:3][C:4]1[C:5]([NH2:12])=[N:6][CH:7]=[N:8][C:9]=1[Cl:10])[CH3:2]. The yield is 0.770. (10) The reactants are [C:1](CN1C2=NC=CC(Cl)=C2C(C(O)=O)=C1)(=[O:3])[NH2:2].[NH2:18][CH2:19][C@:20]1([OH:27])[CH2:25][CH2:24][CH2:23][C@H:22]([CH3:26])[CH2:21]1.[CH3:28][CH2:29][N:30]([CH2:33]C)CC.[CH2:35]([Cl:38])[CH2:36]Cl.[N:39]1(O)[C:43]2[CH:44]=[CH:45]C=C[C:42]=2N=N1.C1C[O:52]CC1. No catalyst specified. The product is [OH:27][C@@:20]1([CH2:19][NH:18][C:45]([C:44]2[C:36]3[C:33](=[N:30][CH:29]=[CH:28][C:35]=3[Cl:38])[N:39]([C:1](=[O:3])[NH2:2])[C:43]=2[CH3:42])=[O:52])[CH2:25][CH2:24][CH2:23][C@H:22]([CH3:26])[CH2:21]1. The yield is 0.156.